From a dataset of Full USPTO retrosynthesis dataset with 1.9M reactions from patents (1976-2016). Predict the reactants needed to synthesize the given product. (1) Given the product [Br:1][C:5]1[C:4]([OH:3])=[CH:13][CH:12]=[C:11]2[C:6]=1[CH:7]=[CH:8][C:9]([CH2:14][N:15]([CH3:34])[C:16]([C:18]1[C:26]3[C:21](=[CH:22][CH:23]=[CH:24][CH:25]=3)[N:20]([CH2:27][C:28]3[CH:33]=[CH:32][CH:31]=[CH:30][CH:29]=3)[CH:19]=1)=[O:17])=[CH:10]2, predict the reactants needed to synthesize it. The reactants are: [Br:1]Br.[OH:3][C:4]1[CH:5]=[C:6]2[C:11](=[CH:12][CH:13]=1)[CH:10]=[C:9]([CH2:14][N:15]([CH3:34])[C:16]([C:18]1[C:26]3[C:21](=[CH:22][CH:23]=[CH:24][CH:25]=3)[N:20]([CH2:27][C:28]3[CH:33]=[CH:32][CH:31]=[CH:30][CH:29]=3)[CH:19]=1)=[O:17])[CH:8]=[CH:7]2. (2) Given the product [N:1]1[CH:6]=[CH:5][CH:4]=[C:3]([O:7][CH2:15][C:16]#[N:17])[CH:2]=1, predict the reactants needed to synthesize it. The reactants are: [N:1]1[CH:6]=[CH:5][CH:4]=[C:3]([OH:7])[CH:2]=1.C([O-])([O-])=O.[K+].[K+].Br[CH2:15][C:16]#[N:17]. (3) Given the product [S:18]([CH2:13][CH2:14][CH2:15][CH2:16][N+:2]([CH2:3][CH2:4][CH2:5][NH:6][C:7](=[O:11])[C:8]([CH3:10])=[CH2:9])([CH3:12])[CH3:1])([O-:17])(=[O:20])=[O:19], predict the reactants needed to synthesize it. The reactants are: [CH3:1][N:2]([CH3:12])[CH2:3][CH2:4][CH2:5][NH:6][C:7](=[O:11])[C:8]([CH3:10])=[CH2:9].[CH2:13]1[S:18](=[O:20])(=[O:19])[O:17][CH2:16][CH2:15][CH2:14]1.CC(C)=O.CO. (4) Given the product [C:1]([O:5][C:6]([N:8]1[CH2:12][CH2:11][CH2:10][C@H:9]1[CH2:13][O:14][C:16]1[CH:25]=[CH:24][C:19]([C:20]([O:22][CH3:23])=[O:21])=[CH:18][CH:17]=1)=[O:7])([CH3:4])([CH3:3])[CH3:2], predict the reactants needed to synthesize it. The reactants are: [C:1]([O:5][C:6]([N:8]1[CH2:12][CH2:11][CH2:10][C@H:9]1[CH2:13][OH:14])=[O:7])([CH3:4])([CH3:3])[CH3:2].O[C:16]1[CH:25]=[CH:24][C:19]([C:20]([O:22][CH3:23])=[O:21])=[CH:18][CH:17]=1.C1C=CC(P(C2C=CC=CC=2)C2C=CC=CC=2)=CC=1.CC(OC(/N=N/C(OC(C)C)=O)=O)C.